From a dataset of Catalyst prediction with 721,799 reactions and 888 catalyst types from USPTO. Predict which catalyst facilitates the given reaction. (1) Reactant: CC1(C)C2C(=C(P(C3C=CC=CC=3)C3C=CC=CC=3)C=CC=2)OC2C(P(C3C=CC=CC=3)C3C=CC=CC=3)=CC=CC1=2.I[C:44]1[CH:49]=[CH:48][CH:47]=[CH:46][N:45]=1.[SH:50][C:51]1[CH:52]=[C:53]([CH:57]=[CH:58][CH:59]=1)[C:54]([OH:56])=[O:55].C(N(CC)C(C)C)(C)C. Product: [N:45]1[CH:46]=[CH:47][CH:48]=[CH:49][C:44]=1[S:50][C:51]1[CH:52]=[C:53]([CH:57]=[CH:58][CH:59]=1)[C:54]([OH:56])=[O:55]. The catalyst class is: 102. (2) Reactant: Cl[C:2]1[CH:7]=[CH:6][N:5]=[C:4]([N:8]2[CH2:19][CH2:18][C:17]3[C:16]4[CH2:15][C:14]([CH3:21])([CH3:20])[CH2:13][C:12]=4[S:11][C:10]=3[C:9]2=[O:22])[C:3]=1[CH:23]=[O:24].[CH3:25][N:26]1[C:31](=[O:32])[C:30]([NH:33][C:34]2[CH:39]=[CH:38][C:37]([C:40]([N:42]3[CH2:47][CH2:46][O:45][CH2:44][CH2:43]3)=[O:41])=[CH:36][N:35]=2)=[CH:29][C:28](B(O)O)=[N:27]1.C([O-])(=O)C.[Na+].C(#N)C. Product: [CH3:20][C:14]1([CH3:21])[CH2:13][C:12]2[S:11][C:10]3[C:9](=[O:22])[N:8]([C:4]4[C:3]([CH:23]=[O:24])=[C:2]([C:28]5[CH:29]=[C:30]([NH:33][C:34]6[CH:39]=[CH:38][C:37]([C:40]([N:42]7[CH2:43][CH2:44][O:45][CH2:46][CH2:47]7)=[O:41])=[CH:36][N:35]=6)[C:31](=[O:32])[N:26]([CH3:25])[N:27]=5)[CH:7]=[CH:6][N:5]=4)[CH2:19][CH2:18][C:17]=3[C:16]=2[CH2:15]1. The catalyst class is: 263. (3) Reactant: [Cl:1][C:2]([F:18])([F:17])[C:3]1[N:8]=[C:7]([C:9]([OH:11])=O)[CH:6]=[C:5]([C:12]2[O:13][CH:14]=[CH:15][CH:16]=2)[CH:4]=1.Cl.[CH3:20][NH:21][O:22][CH3:23].Cl.CN(C)CCCN=C=NCC.ON1C2C=CC=CC=2N=N1.C(N(CC)C(C)C)(C)C.F[P-](F)(F)(F)(F)F.N1(OC(N(C)C)=[N+](C)C)C2N=CC=CC=2N=N1. Product: [CH3:23][O:22][N:21]([CH3:20])[C:9]([C:7]1[CH:6]=[C:5]([C:12]2[O:13][CH:14]=[CH:15][CH:16]=2)[CH:4]=[C:3]([C:2]([Cl:1])([F:18])[F:17])[N:8]=1)=[O:11]. The catalyst class is: 31.